This data is from Reaction yield outcomes from USPTO patents with 853,638 reactions. The task is: Predict the reaction yield, written as a fraction of the theoretical maximum amount of product (1.0 means a 100% yield; for example, 0.34 means a 34% yield). (1) The reactants are [CH3:1][C:2]1[CH:10]=[CH:9][CH:8]=[CH:7][C:3]=1[C:4]([OH:6])=[O:5].[Br:11]Br. The catalyst is [Fe].O. The product is [Br:11][C:8]1[CH:9]=[CH:10][C:2]([CH3:1])=[C:3]([CH:7]=1)[C:4]([OH:6])=[O:5]. The yield is 0.190. (2) The product is [OH:22][NH:21][C:3](=[O:2])[CH2:4][CH2:5][CH2:6][CH2:7][CH2:8][S:9]([C:11]1[CH:16]=[CH:15][C:14]([N:17]([CH3:19])[CH3:18])=[CH:13][CH:12]=1)=[O:10]. The reactants are C[O:2][C:3](=O)[CH2:4][CH2:5][CH2:6][CH2:7][CH2:8][S:9]([C:11]1[CH:16]=[CH:15][C:14]([N:17]([CH3:19])[CH3:18])=[CH:13][CH:12]=1)=[O:10].[NH2:21][OH:22].[OH-].[K+].CO. The yield is 0.610. The catalyst is C1COCC1. (3) The reactants are [Cl:1][C:2]1[N:10]=[C:9]([C:11]2[CH:16]=[CH:15][C:14]([F:17])=[CH:13][CH:12]=2)[C:8]([C:18]2[CH:23]=[CH:22][N:21]=[C:20]([S:24][CH3:25])[N:19]=2)=[CH:7][C:3]=1C(O)=O.C1(P([N:40]=[N+]=[N-])(C2C=CC=CC=2)=O)C=CC=CC=1.C([O-])(O)=O.[Na+]. The catalyst is CN1C(=O)CCC1. The product is [Cl:1][C:2]1[C:3]([NH2:40])=[CH:7][C:8]([C:18]2[CH:23]=[CH:22][N:21]=[C:20]([S:24][CH3:25])[N:19]=2)=[C:9]([C:11]2[CH:16]=[CH:15][C:14]([F:17])=[CH:13][CH:12]=2)[N:10]=1. The yield is 0.890. (4) The reactants are [CH2:1]([C@H:8]1[CH2:12][O:11][C:10](=[O:13])[N:9]1[C:14](=[O:20])[C@H:15]([CH:17]1[CH2:19][CH2:18]1)[OH:16])[C:2]1[CH:7]=[CH:6][CH:5]=[CH:4][CH:3]=1.N1C(C)=CC=CC=1C.FC(F)(F)S(O[Si:35]([CH:42]([CH3:44])[CH3:43])([CH:39]([CH3:41])[CH3:40])[CH:36]([CH3:38])[CH3:37])(=O)=O. The catalyst is ClCCl. The product is [CH2:1]([C@H:8]1[CH2:12][O:11][C:10](=[O:13])[N:9]1[C:14](=[O:20])[C@H:15]([CH:17]1[CH2:19][CH2:18]1)[O:16][Si:35]([CH:42]([CH3:44])[CH3:43])([CH:39]([CH3:41])[CH3:40])[CH:36]([CH3:38])[CH3:37])[C:2]1[CH:3]=[CH:4][CH:5]=[CH:6][CH:7]=1. The yield is 0.810. (5) The reactants are [C:1]([C@@H:3]1[CH2:7][CH2:6][C@H:5]([C:8]#[CH:9])[N:4]1[C:10]([O:12]C(C)(C)C)=O)#[N:2].C1(C)C=CC(S(O)(=O)=O)=CC=1.C(=O)=O.C(N(CC)C(C)C)(C)C.[Cl:40][CH2:41]C(Cl)=O.C(OC(C)C)(=O)C.OP([O-])([O-])=O.[K+].[K+]. The catalyst is CC#N.O. The product is [Cl:40][CH2:41][C:10]([N:4]1[C@@H:5]([C:8]#[CH:9])[CH2:6][CH2:7][C@H:3]1[C:1]#[N:2])=[O:12]. The yield is 0.775.